From a dataset of Full USPTO retrosynthesis dataset with 1.9M reactions from patents (1976-2016). Predict the reactants needed to synthesize the given product. (1) Given the product [C:31]([NH:1][CH:2]([C:7]1[CH:12]=[CH:11][CH:10]=[CH:9][C:8]=1[O:13][CH2:14][C:15]1[CH:20]=[CH:19][CH:18]=[C:17]([Cl:21])[CH:16]=1)[C:3]([O:5][CH3:6])=[O:4])(=[O:33])[CH3:32], predict the reactants needed to synthesize it. The reactants are: [NH2:1][CH:2]([C:7]1[CH:12]=[CH:11][CH:10]=[CH:9][C:8]=1[O:13][CH2:14][C:15]1[CH:20]=[CH:19][CH:18]=[C:17]([Cl:21])[CH:16]=1)[C:3]([O:5][CH3:6])=[O:4].CCN(C(C)C)C(C)C.[C:31](O)(=[O:33])[CH3:32].CCCP(=O)=O.C([O-])(O)=O.[Na+]. (2) Given the product [CH3:28][O:27][C:25](=[O:26])[C:24]1[CH:29]=[CH:30][C:21]([O:19][C@H:16]2[CH2:17][O:18][C@@H:12]3[C@@H:11]([NH:10][C:8]([NH:7][CH:1]4[CH2:6][CH2:5][CH2:4][CH2:3][CH2:2]4)=[O:9])[CH2:15][O:14][C@H:13]23)=[CH:22][CH:23]=1, predict the reactants needed to synthesize it. The reactants are: [CH:1]1([NH:7][C:8]([NH:10][C@H:11]2[CH2:15][O:14][C@@H:13]3[C@H:16]([OH:19])[CH2:17][O:18][C@H:12]23)=[O:9])[CH2:6][CH2:5][CH2:4][CH2:3][CH2:2]1.O[C:21]1[CH:30]=[CH:29][C:24]([C:25]([O:27][CH3:28])=[O:26])=[CH:23][CH:22]=1.C1(P(C2C=CC=CC=2)C2C=CC=CC=2)C=CC=CC=1.N(C(OC(C)C)=O)=NC(OC(C)C)=O. (3) Given the product [F:31][C:28]([F:29])([F:30])[C:27]([C:22]1[C:21]2[C:25](=[CH:26][C:18]([NH:16][C:14]3[N:15]=[C:8]4[C:7]([C:5]5[CH:4]=[N:3][N:2]([CH3:1])[CH:6]=5)=[N:12][CH:11]=[CH:10][N:9]4[N:13]=3)=[CH:19][CH:20]=2)[NH:24][CH:23]=1)=[O:32], predict the reactants needed to synthesize it. The reactants are: [CH3:1][N:2]1[CH:6]=[C:5]([C:7]2[C:8]3[N:9]([N:13]=[C:14]([NH2:16])[N:15]=3)[CH:10]=[CH:11][N:12]=2)[CH:4]=[N:3]1.Br[C:18]1[CH:26]=[C:25]2[C:21]([C:22]([C:27](=[O:32])[C:28]([F:31])([F:30])[F:29])=[CH:23][NH:24]2)=[CH:20][CH:19]=1.BrC1C=C2C(C=CN2)=CC=1.C(O)(C(F)(F)F)=O. (4) Given the product [OH:23][C:15]1[C:14]2[C@:13]34[CH2:24][CH2:25][N:6]([CH3:3])[C@@H:7]([C@:8]3([O:27][CH2:28][CH2:29][CH2:30][C:31]3[CH:32]=[CH:33][CH:34]=[CH:35][CH:36]=3)[CH2:9][CH2:10][C:11](=[O:26])[CH2:12]4)[CH2:20][C:19]=2[CH:18]=[CH:17][C:16]=1[O:21][CH3:22], predict the reactants needed to synthesize it. The reactants are: ClO.[CH2:3]([N:6]1[CH2:25][CH2:24][C@:13]23[C:14]4[C:15]5[O:23][C@H:12]2[C:11](=[O:26])[CH2:10][CH2:9][C@@:8]3([O:27][CH2:28][CH2:29][CH2:30][C:31]2[CH:36]=[CH:35][CH:34]=[CH:33][CH:32]=2)[C@H:7]1[CH2:20][C:19]=4[CH:18]=[CH:17][C:16]=5[O:21][CH3:22])C=C.[Cl-].[NH4+]. (5) Given the product [N:37]1([C:24]2[CH:25]=[C:26]([C:8]3[N:13]=[C:12]([C:14]4([OH:18])[CH2:17][CH2:16][CH2:15]4)[CH:11]=[CH:10][CH:9]=3)[CH:27]=[C:22]([N+:19]([O-:21])=[O:20])[CH:23]=2)[CH2:42][CH2:41][O:40][CH2:39][CH2:38]1, predict the reactants needed to synthesize it. The reactants are: C(=O)([O-])[O-].[Na+].[Na+].Br[C:8]1[N:13]=[C:12]([C:14]2([OH:18])[CH2:17][CH2:16][CH2:15]2)[CH:11]=[CH:10][CH:9]=1.[N+:19]([C:22]1[CH:23]=[C:24]([N:37]2[CH2:42][CH2:41][O:40][CH2:39][CH2:38]2)[CH:25]=[C:26](B2OC(C)(C)C(C)(C)O2)[CH:27]=1)([O-:21])=[O:20].